From a dataset of Drug-target binding data from BindingDB using Ki measurements. Regression. Given a target protein amino acid sequence and a drug SMILES string, predict the binding affinity score between them. We predict pKi (pKi = -log10(Ki in M); higher means stronger inhibition). Dataset: bindingdb_ki. The small molecule is COc1ccccc1N1CCN(CCCCn2ncc(=O)n(C)c2=O)CC1. The target protein sequence is MAPLNQLGGHINATCAAENSTGAGRARPHAYYALSYCALILAIVFGNVLVCVAVLKERALQTTTNYLVVSLAVADLLVATLVMPWVVYLEVTGGVWNFSRVCCDVFVTLDVMMCTASILNLCAISIDRYTAVVMPVHYQQGTGQSSCRRVALMITAVWLLSFAVSCPLLFGFNTTGDPSICSISNPDFVLYSSVVSFYLPFGVTVLVYARIYVVLRQRRRKRILTRQNSQCLSVRPSFPQQPLSPGQTHMELKRYYSICQDTALGTPGFQEGEGDLKREGRTRNSLMPLREKKATQMLVIVLGTFIVCWLPFFLTHVLNTHCRACHVSPQLYSATTWLGYVNSALNPVIYTTFNIEFRKAFLKILSC. The pKi is 5.0.